From a dataset of Catalyst prediction with 721,799 reactions and 888 catalyst types from USPTO. Predict which catalyst facilitates the given reaction. Reactant: C(NC(C)C)(C)C.[Li]CCCC.[N:13]1([C:23]([O:25][C:26]([CH3:29])([CH3:28])[CH3:27])=[O:24])[CH2:18][CH2:17][CH:16]([C:19]([O:21][CH3:22])=[O:20])[CH2:15][CH2:14]1.Cl[C:31]([O:33][CH3:34])=[O:32]. Product: [N:13]1([C:23]([O:25][C:26]([CH3:29])([CH3:28])[CH3:27])=[O:24])[CH2:14][CH2:15][C:16]([C:31]([O:33][CH3:34])=[O:32])([C:19]([O:21][CH3:22])=[O:20])[CH2:17][CH2:18]1. The catalyst class is: 1.